From a dataset of Reaction yield outcomes from USPTO patents with 853,638 reactions. Predict the reaction yield, written as a fraction of the theoretical maximum amount of product (1.0 means a 100% yield; for example, 0.34 means a 34% yield). (1) The reactants are [S-2:1].[Na+].[Na+].Cl[C:5]([C:9]1[CH:14]=[CH:13][CH:12]=[CH:11][CH:10]=1)=[CH:6][C:7]#[N:8].Cl[CH2:16][C:17]#[N:18].C[O-].[Na+]. The catalyst is CN(C=O)C.CO.O. The product is [NH2:8][C:7]1[CH:6]=[C:5]([C:9]2[CH:14]=[CH:13][CH:12]=[CH:11][CH:10]=2)[S:1][C:16]=1[C:17]#[N:18]. The yield is 0.0800. (2) The reactants are Br[C:2]1[CH:7]=[CH:6][CH:5]=[CH:4][C:3]=1[O:8][C:9]([F:12])([F:11])[F:10].B(O)(O)[C:14]1[CH:19]=[CH:18][N:17]=[CH:16][CH:15]=1.C([O-])([O-])=O.[Na+].[Na+].C(Cl)Cl.CO. The catalyst is COCCOC.C1C=CC([P]([Pd]([P](C2C=CC=CC=2)(C2C=CC=CC=2)C2C=CC=CC=2)([P](C2C=CC=CC=2)(C2C=CC=CC=2)C2C=CC=CC=2)[P](C2C=CC=CC=2)(C2C=CC=CC=2)C2C=CC=CC=2)(C2C=CC=CC=2)C2C=CC=CC=2)=CC=1. The product is [F:10][C:9]([F:12])([F:11])[O:8][C:3]1[CH:4]=[CH:5][CH:6]=[CH:7][C:2]=1[C:14]1[CH:19]=[CH:18][N:17]=[CH:16][CH:15]=1. The yield is 0.510. (3) The reactants are [F:1][C:2]1[CH:3]=[C:4]([C:9]2[CH:14]=[CH:13][CH:12]=[CH:11][C:10]=2[S:15]([CH3:18])(=[O:17])=[O:16])[CH:5]=[CH:6][C:7]=1[NH2:8].[C:19]([O-:22])(O)=O.[Na+].[Cl-].[C:25](OCC)(=O)[CH3:26]. No catalyst specified. The product is [F:1][C:2]1[CH:3]=[C:4]([C:9]2[CH:14]=[CH:13][CH:12]=[CH:11][C:10]=2[S:15]([CH3:18])(=[O:17])=[O:16])[CH:5]=[CH:6][C:7]=1[NH:8][C:19](=[O:22])[CH:25]=[CH2:26]. The yield is 0.940. (4) The reactants are [Cl:1][C:2]1[N:7]=[CH:6][C:5]([C:8]([OH:10])=[O:9])=[C:4]([CH:11]([CH3:13])[CH3:12])[CH:3]=1.[CH:14](O)([CH3:16])[CH3:15].N12CCCN=C1CCCCC2. The catalyst is CN(C)C=O.O. The product is [Cl:1][C:2]1[N:7]=[CH:6][C:5]([C:8]([O:10][CH:14]([CH3:16])[CH3:15])=[O:9])=[C:4]([CH:11]([CH3:13])[CH3:12])[CH:3]=1. The yield is 0.510.